The task is: Predict the reaction yield, written as a fraction of the theoretical maximum amount of product (1.0 means a 100% yield; for example, 0.34 means a 34% yield).. This data is from Reaction yield outcomes from USPTO patents with 853,638 reactions. (1) The reactants are [CH2:1]([S:8]([N:11]1[CH:15]=[CH:14][C:13]([NH2:16])=[CH:12]1)(=[O:10])=[O:9])[C:2]1[CH:7]=[CH:6][CH:5]=[CH:4][CH:3]=1.C(N(CC)CC)C.[O:24]1[CH:28]=[CH:27][CH:26]=[C:25]1[C:29](Cl)=[O:30]. The catalyst is C(Cl)Cl. The product is [CH2:1]([S:8]([N:11]1[CH:15]=[CH:14][C:13]([NH:16][C:29]([C:25]2[O:24][CH:28]=[CH:27][CH:26]=2)=[O:30])=[CH:12]1)(=[O:10])=[O:9])[C:2]1[CH:7]=[CH:6][CH:5]=[CH:4][CH:3]=1. The yield is 0.0600. (2) The reactants are [F:1][C:2]1[CH:3]=[C:4]([CH:15]([CH3:20])[C:16]([O:18][CH3:19])=[O:17])[CH:5]=[CH:6][C:7]=1[C:8]1[CH:13]=[CH:12][CH:11]=[C:10]([OH:14])[CH:9]=1.[CH2:21]([N:26]=[C:27]=[O:28])[CH2:22][CH2:23][CH2:24][CH3:25]. No catalyst specified. The product is [F:1][C:2]1[CH:3]=[C:4]([CH:15]([CH3:20])[C:16]([O:18][CH3:19])=[O:17])[CH:5]=[CH:6][C:7]=1[C:8]1[CH:13]=[CH:12][CH:11]=[C:10]([O:14][C:27](=[O:28])[NH:26][CH2:21][CH2:22][CH2:23][CH2:24][CH3:25])[CH:9]=1. The yield is 0.870. (3) The reactants are [Cl:1][C:2]1[C:7]([C:8]2[N:9]=[C:10]([CH:20]3[CH2:25][CH2:24][O:23][CH2:22][CH2:21]3)[S:11][C:12]=2[C:13]2[CH:18]=[CH:17][N:16]=[C:15](Cl)[N:14]=2)=[CH:6][CH:5]=[CH:4][C:3]=1[NH:26][S:27]([C:30]1[C:35]([F:36])=[CH:34][CH:33]=[CH:32][C:31]=1[F:37])(=[O:29])=[O:28].C([O-])=O.[NH4+]. The catalyst is CCOC(C)=O.CO.[OH-].[OH-].[Pd+2]. The product is [Cl:1][C:2]1[C:7]([C:8]2[N:9]=[C:10]([CH:20]3[CH2:25][CH2:24][O:23][CH2:22][CH2:21]3)[S:11][C:12]=2[C:13]2[CH:18]=[CH:17][N:16]=[CH:15][N:14]=2)=[CH:6][CH:5]=[CH:4][C:3]=1[NH:26][S:27]([C:30]1[C:35]([F:36])=[CH:34][CH:33]=[CH:32][C:31]=1[F:37])(=[O:28])=[O:29]. The yield is 0.383. (4) The reactants are [CH3:1][O:2][C:3]1[CH:4]=[CH:5][CH:6]=[C:7]2[C:12]=1[NH:11][C:10](=[O:13])[CH2:9][CH2:8]2.[CH3:14][O:15]C(Cl)Cl. The catalyst is ClCCl.[Ti](Cl)(Cl)(Cl)Cl. The product is [CH3:1][O:2][C:3]1[C:12]2[NH:11][C:10](=[O:13])[CH2:9][CH2:8][C:7]=2[C:6]([CH:14]=[O:15])=[CH:5][CH:4]=1. The yield is 0.900. (5) The reactants are [OH:1][CH:2]([C:13]1[CH:18]=[CH:17][CH:16]=[CH:15][C:14]=1[O:19][CH3:20])[CH2:3][O:4][C:5]1[CH:12]=[CH:11][C:8]([CH:9]=O)=[CH:7][CH:6]=1.[S:21]1[CH2:25][C:24](=[O:26])[NH:23][C:22]1=[O:27].N1CCCCC1. The catalyst is CCO. The product is [OH:1][CH:2]([C:13]1[CH:18]=[CH:17][CH:16]=[CH:15][C:14]=1[O:19][CH3:20])[CH2:3][O:4][C:5]1[CH:12]=[CH:11][C:8](/[CH:9]=[C:25]2/[C:24](=[O:26])[NH:23][C:22](=[O:27])[S:21]/2)=[CH:7][CH:6]=1. The yield is 0.800. (6) The reactants are [C:1]1([C:7]#[C:8][C:9]2[S:10][C:11]([C:14]([OH:16])=O)=[CH:12][N:13]=2)[CH:6]=[CH:5][CH:4]=[CH:3][CH:2]=1.Cl.[F:18][C:19]1([F:25])[CH2:24][CH2:23][NH:22][CH2:21][CH2:20]1.C1CN([P+](ON2N=NC3C=CC=CC2=3)(N2CCCC2)N2CCCC2)CC1.F[P-](F)(F)(F)(F)F.C(N(CC)C(C)C)(C)C. The catalyst is ClCCl. The product is [F:18][C:19]1([F:25])[CH2:24][CH2:23][N:22]([C:14]([C:11]2[S:10][C:9]([C:8]#[C:7][C:1]3[CH:2]=[CH:3][CH:4]=[CH:5][CH:6]=3)=[N:13][CH:12]=2)=[O:16])[CH2:21][CH2:20]1. The yield is 0.920.